This data is from Forward reaction prediction with 1.9M reactions from USPTO patents (1976-2016). The task is: Predict the product of the given reaction. (1) Given the reactants [CH3:1][O:2][C:3]1[CH:4]=[C:5]2[C:10](=[CH:11][C:12]=1[CH2:13][NH:14][C@H:15]1[CH2:20][CH2:19][CH2:18][N:17]([CH2:21][CH:22]3[CH2:26][CH2:25][C:24](=[O:27])[NH:23]3)[C@H:16]1[C:28]1[CH:33]=[CH:32][CH:31]=[CH:30][CH:29]=1)[N:9]([CH3:34])[C:8](=[O:35])[CH2:7][CH2:6]2.[H-].[Na+].[CH3:38]I.O, predict the reaction product. The product is: [CH3:1][O:2][C:3]1[CH:4]=[C:5]2[C:10](=[CH:11][C:12]=1[CH2:13][NH:14][C@H:15]1[CH2:20][CH2:19][CH2:18][N:17]([CH2:21][C@@H:22]3[CH2:26][CH2:25][C:24](=[O:27])[N:23]3[CH3:38])[C@H:16]1[C:28]1[CH:33]=[CH:32][CH:31]=[CH:30][CH:29]=1)[N:9]([CH3:34])[C:8](=[O:35])[CH2:7][CH2:6]2. (2) Given the reactants [Cl:1][C:2]1[CH:7]=[CH:6][C:5]([C:8]2[CH:13]=[CH:12][CH:11]=[CH:10][N:9]=2)=[CH:4][C:3]=1[CH2:14][OH:15], predict the reaction product. The product is: [Cl:1][C:2]1[CH:7]=[CH:6][C:5]([C:8]2[CH:13]=[CH:12][CH:11]=[CH:10][N:9]=2)=[CH:4][C:3]=1[CH:14]=[O:15]. (3) The product is: [NH2:42][C:43]1[C:51]([C:2]2[N:11]=[C:10]([NH:12][CH2:13][CH:14]([C:21]3[CH:26]=[CH:25][CH:24]=[CH:23][CH:22]=3)[C:15]3[CH:20]=[CH:19][CH:18]=[CH:17][CH:16]=3)[C:9]3[C:4](=[CH:5][CH:6]=[CH:7][CH:8]=3)[N:3]=2)=[CH:52][CH:53]=[C:45]([CH3:50])[N:44]=1. Given the reactants Cl[C:2]1[N:11]=[C:10]([NH:12][CH2:13][CH:14]([C:21]2[CH:26]=[CH:25][CH:24]=[CH:23][CH:22]=2)[C:15]2[CH:20]=[CH:19][CH:18]=[CH:17][CH:16]=2)[C:9]2[C:4](=[CH:5][CH:6]=[CH:7][CH:8]=2)[N:3]=1.C(NC1[C:50]2[C:45](=CC=CC=2)[N:44]=[C:43]([C:51]2SC3C=CC=C[C:53]=3[CH:52]=2)[N:42]=1)(C1C=CC=CC=1)C1C=CC=CC=1, predict the reaction product. (4) Given the reactants Cl.O1CCCCC1[O:8][C:9]1[CH:14]=[CH:13][C:12]([N:15]2[CH2:20][CH2:19][CH:18]([CH2:21][C:22]3[O:23][C:24]4[CH:30]=[CH:29][C:28]([C:31]([F:34])([F:33])[F:32])=[CH:27][C:25]=4[CH:26]=3)[CH2:17][CH2:16]2)=[CH:11][CH:10]=1.C(=O)([O-])O.[Na+], predict the reaction product. The product is: [F:34][C:31]([F:32])([F:33])[C:28]1[CH:29]=[CH:30][C:24]2[O:23][C:22]([CH2:21][CH:18]3[CH2:19][CH2:20][N:15]([C:12]4[CH:13]=[CH:14][C:9]([OH:8])=[CH:10][CH:11]=4)[CH2:16][CH2:17]3)=[CH:26][C:25]=2[CH:27]=1. (5) Given the reactants [C:1](N[C@@H](C(O)=O)CC1C=CC=CC=1)(OC(C)(C)C)=[O:2].C1C=C[C:23]2[N:28](O)[N:27]=[N:26][C:24]=2[CH:25]=1.[CH3:30][CH2:31][N:32]=C=NCCCN(C)C.C([N:43]([CH2:46][CH3:47])[CH2:44][CH3:45])C, predict the reaction product. The product is: [CH3:30][C:31]1[N:26]2[C:1](=[O:2])[N:28]([N:27]3[CH2:45][CH2:44][NH:43][CH2:46][CH2:47]3)[CH2:23][C:24]2=[CH:25][N:32]=1. (6) Given the reactants [C:1]([C:3]1[N:8]=[C:7]([C:9]([O:11][C:12]([CH3:15])([CH3:14])[CH3:13])=[O:10])[CH:6]=[CH:5][CH:4]=1)#[N:2].[CH3:16][C:17]1[CH:25]=[CH:24][CH:23]=[C:19]([C:20](O)=[O:21])[C:18]=1[SH:26], predict the reaction product. The product is: [CH3:16][C:17]1[C:18]2[S:26][C:1]([C:3]3[N:8]=[C:7]([C:9]([O:11][C:12]([CH3:15])([CH3:14])[CH3:13])=[O:10])[CH:6]=[CH:5][CH:4]=3)=[N:2][C:20](=[O:21])[C:19]=2[CH:23]=[CH:24][CH:25]=1.